The task is: Predict the reactants needed to synthesize the given product.. This data is from Full USPTO retrosynthesis dataset with 1.9M reactions from patents (1976-2016). (1) Given the product [C:1]([C:3]1[C:4]([O:17][CH3:18])=[C:5]([C:13]([OH:15])=[O:14])[C:6]2[C:11]([CH:12]=1)=[CH:10][CH:9]=[CH:8][CH:7]=2)#[N:2], predict the reactants needed to synthesize it. The reactants are: [C:1]([C:3]1[C:4]([O:17][CH3:18])=[C:5]([C:13]([O:15]C)=[O:14])[C:6]2[C:11]([CH:12]=1)=[CH:10][CH:9]=[CH:8][CH:7]=2)#[N:2].O[Li].O.O.CO. (2) Given the product [CH3:15][O:14][C:11]1[CH:10]=[CH:9][C:8]([C:6]2[N:7]=[C:2]([NH:39][C:38]3[CH:37]=[CH:36][C:35]([N:32]4[CH2:31][CH2:30][N:29]([CH3:28])[CH2:34][CH2:33]4)=[CH:41][CH:40]=3)[C:3]3[NH:18][N:17]=[CH:16][C:4]=3[N:5]=2)=[CH:13][CH:12]=1, predict the reactants needed to synthesize it. The reactants are: Cl[C:2]1[C:3]2[C:4](=[CH:16][N:17](CC3C=CC(OC)=CC=3)[N:18]=2)[N:5]=[C:6]([C:8]2[CH:13]=[CH:12][C:11]([O:14][CH3:15])=[CH:10][CH:9]=2)[N:7]=1.[CH3:28][N:29]1[CH2:34][CH2:33][N:32]([C:35]2[CH:41]=[CH:40][C:38]([NH2:39])=[CH:37][CH:36]=2)[CH2:31][CH2:30]1.Cl. (3) Given the product [CH2:11]([CH:8]1[CH2:9][CH2:10][N:5]([CH2:4][CH:3]([OH:18])[CH2:2][N:23]2[C:19](=[O:29])[C:20]3[C:21](=[CH:25][CH:26]=[CH:27][CH:28]=3)[C:22]2=[O:24])[CH2:6][CH2:7]1)[C:12]1[CH:17]=[CH:16][CH:15]=[CH:14][CH:13]=1, predict the reactants needed to synthesize it. The reactants are: Cl[CH2:2][CH:3]([OH:18])[CH2:4][N:5]1[CH2:10][CH2:9][CH:8]([CH2:11][C:12]2[CH:17]=[CH:16][CH:15]=[CH:14][CH:13]=2)[CH2:7][CH2:6]1.[C:19]1(=[O:29])[NH:23][C:22](=[O:24])[C:21]2=[CH:25][CH:26]=[CH:27][CH:28]=[C:20]12.[K]. (4) The reactants are: NN.[NH2:3][C:4]1[C:13]2[N:14]=[C:15]([CH2:26][O:27][N:28]3C(=O)C4C(=CC=CC=4)C3=O)[N:16]([CH2:17][CH2:18][CH2:19][NH:20][C:21](=[O:25])[CH:22]([CH3:24])[CH3:23])[C:12]=2[C:11]2[N:10]=[CH:9][CH:8]=[CH:7][C:6]=2[N:5]=1. Given the product [NH2:3][C:4]1[C:13]2[N:14]=[C:15]([CH2:26][O:27][NH2:28])[N:16]([CH2:17][CH2:18][CH2:19][NH:20][C:21](=[O:25])[CH:22]([CH3:24])[CH3:23])[C:12]=2[C:11]2[N:10]=[CH:9][CH:8]=[CH:7][C:6]=2[N:5]=1, predict the reactants needed to synthesize it.